Task: Regression. Given a peptide amino acid sequence and an MHC pseudo amino acid sequence, predict their binding affinity value. This is MHC class I binding data.. Dataset: Peptide-MHC class I binding affinity with 185,985 pairs from IEDB/IMGT (1) The peptide sequence is LYNYISDYY. The MHC is HLA-A01:01 with pseudo-sequence HLA-A01:01. The binding affinity (normalized) is 0.167. (2) The peptide sequence is FMLCLLLLS. The MHC is HLA-A02:06 with pseudo-sequence HLA-A02:06. The binding affinity (normalized) is 0.293. (3) The peptide sequence is YLEPAIAKY. The MHC is HLA-A02:03 with pseudo-sequence HLA-A02:03. The binding affinity (normalized) is 0. (4) The peptide sequence is RTMEVFTMY. The MHC is BoLA-T2a with pseudo-sequence BoLA-T2a. The binding affinity (normalized) is 0.463.